Regression. Given two drug SMILES strings and cell line genomic features, predict the synergy score measuring deviation from expected non-interaction effect. From a dataset of NCI-60 drug combinations with 297,098 pairs across 59 cell lines. (1) Drug 1: C1=C(C(=O)NC(=O)N1)N(CCCl)CCCl. Drug 2: C1CCC(C(C1)N)N.C(=O)(C(=O)[O-])[O-].[Pt+4]. Cell line: HCT116. Synergy scores: CSS=44.6, Synergy_ZIP=4.20, Synergy_Bliss=3.74, Synergy_Loewe=-3.49, Synergy_HSA=7.36. (2) Drug 1: CC1=CC=C(C=C1)C2=CC(=NN2C3=CC=C(C=C3)S(=O)(=O)N)C(F)(F)F. Drug 2: C1C(C(OC1N2C=C(C(=O)NC2=O)F)CO)O. Cell line: SF-539. Synergy scores: CSS=34.9, Synergy_ZIP=0.626, Synergy_Bliss=0.611, Synergy_Loewe=-6.66, Synergy_HSA=2.35. (3) Drug 1: C1=CN(C=N1)CC(O)(P(=O)(O)O)P(=O)(O)O. Drug 2: C1=NNC2=C1C(=O)NC=N2. Cell line: HCT116. Synergy scores: CSS=-2.11, Synergy_ZIP=-4.54, Synergy_Bliss=-11.2, Synergy_Loewe=-8.55, Synergy_HSA=-10.9. (4) Drug 1: C1=CC=C(C=C1)NC(=O)CCCCCCC(=O)NO. Drug 2: N.N.Cl[Pt+2]Cl. Cell line: UACC62. Synergy scores: CSS=64.3, Synergy_ZIP=-2.30, Synergy_Bliss=2.39, Synergy_Loewe=4.72, Synergy_HSA=5.21. (5) Drug 1: C1=CC(=C2C(=C1NCCNCCO)C(=O)C3=C(C=CC(=C3C2=O)O)O)NCCNCCO. Drug 2: C1=C(C(=O)NC(=O)N1)N(CCCl)CCCl. Cell line: SNB-19. Synergy scores: CSS=58.2, Synergy_ZIP=3.51, Synergy_Bliss=2.12, Synergy_Loewe=-4.41, Synergy_HSA=6.44. (6) Drug 1: CN1CCC(CC1)COC2=C(C=C3C(=C2)N=CN=C3NC4=C(C=C(C=C4)Br)F)OC. Drug 2: CN(CCCl)CCCl.Cl. Cell line: TK-10. Synergy scores: CSS=24.0, Synergy_ZIP=-3.40, Synergy_Bliss=1.54, Synergy_Loewe=-1.84, Synergy_HSA=2.10. (7) Drug 1: CCC1=CC2CC(C3=C(CN(C2)C1)C4=CC=CC=C4N3)(C5=C(C=C6C(=C5)C78CCN9C7C(C=CC9)(C(C(C8N6C)(C(=O)OC)O)OC(=O)C)CC)OC)C(=O)OC.C(C(C(=O)O)O)(C(=O)O)O. Drug 2: C1=C(C(=O)NC(=O)N1)F. Cell line: NCI-H460. Synergy scores: CSS=72.4, Synergy_ZIP=-4.22, Synergy_Bliss=-7.51, Synergy_Loewe=-5.08, Synergy_HSA=-4.45.